Dataset: Forward reaction prediction with 1.9M reactions from USPTO patents (1976-2016). Task: Predict the product of the given reaction. Given the reactants [CH2:1]([C:3]1[N:7]=[C:6]([N:8]2[CH2:13][CH2:12][CH:11]([C@H:14]([CH3:18])[CH2:15][CH2:16][OH:17])[CH2:10][CH2:9]2)[O:5][N:4]=1)[CH3:2].C(N(CC)CC)C.[CH3:26][S:27](Cl)(=[O:29])=[O:28].O, predict the reaction product. The product is: [CH2:1]([C:3]1[N:7]=[C:6]([N:8]2[CH2:9][CH2:10][CH:11]([C@H:14]([CH3:18])[CH2:15][CH2:16][O:17][S:27]([CH3:26])(=[O:29])=[O:28])[CH2:12][CH2:13]2)[O:5][N:4]=1)[CH3:2].